Dataset: Forward reaction prediction with 1.9M reactions from USPTO patents (1976-2016). Task: Predict the product of the given reaction. (1) The product is: [CH3:1][C:2]1([CH3:18])[C@@H:6]2[CH2:7][NH:8][CH2:9][C@@H:5]2[CH2:4][N:3]1[CH3:17]. Given the reactants [CH3:1][C:2]1([CH3:18])[C@@H:6]2[CH2:7][N:8](CC3C=CC=CC=3)[CH2:9][C@@H:5]2[CH2:4][N:3]1[CH3:17].Cl, predict the reaction product. (2) The product is: [C:1]([N:4]1[CH2:9][CH2:8][C:7]2[N:10]([C:18]3[CH:23]=[CH:22][CH:21]=[C:20]([C:24]#[C:25][C@:26]4([OH:33])[CH2:30][CH2:29][N:28]([CH3:31])[C:27]4=[O:32])[CH:19]=3)[N:11]=[C:12]([C:13]([NH2:34])=[O:15])[C:6]=2[CH2:5]1)(=[O:3])[CH3:2]. Given the reactants [C:1]([N:4]1[CH2:9][CH2:8][C:7]2[N:10]([C:18]3[CH:23]=[CH:22][CH:21]=[C:20]([C:24]#[C:25][C@:26]4([OH:33])[CH2:30][CH2:29][N:28]([CH3:31])[C:27]4=[O:32])[CH:19]=3)[N:11]=[C:12]([C:13]([O:15]CC)=O)[C:6]=2[CH2:5]1)(=[O:3])[CH3:2].[NH3:34], predict the reaction product. (3) Given the reactants [CH3:1]/[C:2](/[CH2:6][CH2:7]/[CH:8]=[C:9](\[CH3:16])/[CH2:10][CH2:11][CH:12]=[C:13]([CH3:15])[CH3:14])=[CH:3]\[CH2:4][OH:5].CC(C)[O-].[Al+3].CC(C)[O-].CC(C)[O-].[N+](C1C=C(C=CC=1)C=O)([O-])=O.Cl, predict the reaction product. The product is: [CH3:1]/[C:2](/[CH2:6][CH2:7]/[CH:8]=[C:9](\[CH3:16])/[CH2:10][CH2:11][CH:12]=[C:13]([CH3:15])[CH3:14])=[CH:3]\[CH:4]=[O:5]. (4) Given the reactants [CH3:1][O:2][C:3]1[CH:8]=[CH:7][C:6]([N:9]2[CH2:22][CH2:21][C:12]3[NH:13][C:14]4[CH:15]=[CH:16][C:17]([CH3:20])=[CH:18][C:19]=4[C:11]=3[CH2:10]2)=[CH:5][CH:4]=1.[CH3:23][C:24]1[CH:29]=[CH:28][C:27]([CH:30]=[CH2:31])=[CH:26][N:25]=1.[OH-].[K+], predict the reaction product. The product is: [CH3:1][O:2][C:3]1[CH:8]=[CH:7][C:6]([N:9]2[CH2:22][CH2:21][C:12]3[N:13]([CH2:31][CH2:30][C:27]4[CH:26]=[N:25][C:24]([CH3:23])=[CH:29][CH:28]=4)[C:14]4[CH:15]=[CH:16][C:17]([CH3:20])=[CH:18][C:19]=4[C:11]=3[CH2:10]2)=[CH:5][CH:4]=1. (5) Given the reactants [Cl:1][C:2]1[CH:7]=[CH:6][C:5]([Cl:8])=[CH:4][C:3]=1[C:9]1[C:13]([NH2:14])=[CH:12][N:11]([CH3:15])[N:10]=1.C(N(CC)CC)C.[Cl:23][C:24]1[CH:29]=[CH:28][N:27]2[N:30]=[CH:31][C:32]([C:33](Cl)=[O:34])=[C:26]2[N:25]=1, predict the reaction product. The product is: [Cl:23][C:24]1[CH:29]=[CH:28][N:27]2[N:30]=[CH:31][C:32]([C:33]([NH:14][C:13]3[C:9]([C:3]4[CH:4]=[C:5]([Cl:8])[CH:6]=[CH:7][C:2]=4[Cl:1])=[N:10][N:11]([CH3:15])[CH:12]=3)=[O:34])=[C:26]2[N:25]=1. (6) Given the reactants C([O:4][C:5]1[CH:10]=[CH:9][C:8]([Cl:11])=[CH:7][C:6]=1[CH2:12][C:13]1[O:14][C:15]([C:18]([NH:20][C:21]2[C:26]([F:27])=[CH:25][CH:24]=[CH:23][C:22]=2[F:28])=[O:19])=[CH:16][CH:17]=1)(=O)C, predict the reaction product. The product is: [Cl:11][C:8]1[CH:9]=[CH:10][C:5]([OH:4])=[C:6]([CH2:12][C:13]2[O:14][C:15]([C:18]([NH:20][C:21]3[C:26]([F:27])=[CH:25][CH:24]=[CH:23][C:22]=3[F:28])=[O:19])=[CH:16][CH:17]=2)[CH:7]=1.